Predict the product of the given reaction. From a dataset of Forward reaction prediction with 1.9M reactions from USPTO patents (1976-2016). (1) Given the reactants [F:1][C:2]([F:19])([F:18])[C:3]1[CH:12]=[C:11]([OH:13])[C:10]2[C:5](=[C:6]([C:14]([F:17])([F:16])[F:15])[CH:7]=[CH:8][CH:9]=2)[N:4]=1.Br[CH2:21][C:22]1[CH:27]=[CH:26][C:25]([B:28]2[O:32][C:31]([CH3:34])([CH3:33])[C:30]([CH3:36])([CH3:35])[O:29]2)=[CH:24][CH:23]=1.C([O-])([O-])=O.[K+].[K+].O, predict the reaction product. The product is: [CH3:33][C:31]1([CH3:34])[C:30]([CH3:35])([CH3:36])[O:29][B:28]([C:25]2[CH:24]=[CH:23][C:22]([CH2:21][O:13][C:11]3[C:10]4[C:5](=[C:6]([C:14]([F:15])([F:16])[F:17])[CH:7]=[CH:8][CH:9]=4)[N:4]=[C:3]([C:2]([F:18])([F:1])[F:19])[CH:12]=3)=[CH:27][CH:26]=2)[O:32]1. (2) The product is: [C:11]([O:10][C:9](=[O:15])[N:8]([C:6]1[N:7]=[C:2]([C:28]2[C:27]([Cl:26])=[CH:32][N:31]=[C:30]([F:33])[CH:29]=2)[C:3]([Cl:25])=[CH:4][CH:5]=1)[CH2:16][C:17]1([O:23][CH3:24])[CH2:22][CH2:21][O:20][CH2:19][CH2:18]1)([CH3:14])([CH3:13])[CH3:12]. Given the reactants Br[C:2]1[N:7]=[C:6]([N:8]([CH2:16][C:17]2([O:23][CH3:24])[CH2:22][CH2:21][O:20][CH2:19][CH2:18]2)[C:9](=[O:15])[O:10][C:11]([CH3:14])([CH3:13])[CH3:12])[CH:5]=[CH:4][C:3]=1[Cl:25].[Cl:26][C:27]1[C:28](B(O)O)=[CH:29][C:30]([F:33])=[N:31][CH:32]=1.C(=O)([O-])[O-].[Na+].[Na+], predict the reaction product. (3) Given the reactants Cl[C:2]1[N:7]=[C:6]([NH:8][CH2:9][C:10]2[CH:15]=[CH:14][CH:13]=[CH:12][N:11]=2)[C:5]2=[C:16]([C:19]3[CH:24]=[CH:23][CH:22]=[CH:21][CH:20]=3)[CH:17]=[CH:18][N:4]2[N:3]=1.[C:25]([NH:29][S:30]([C:33]1[C:34]([CH:48]([F:50])[F:49])=[N:35][CH:36]=[C:37](B2OC(C)(C)C(C)(C)O2)[CH:38]=1)(=[O:32])=[O:31])([CH3:28])([CH3:27])[CH3:26].C([O-])([O-])=O.[K+].[K+], predict the reaction product. The product is: [C:25]([NH:29][S:30]([C:33]1[C:34]([CH:48]([F:49])[F:50])=[N:35][CH:36]=[C:37]([C:2]2[N:7]=[C:6]([NH:8][CH2:9][C:10]3[CH:15]=[CH:14][CH:13]=[CH:12][N:11]=3)[C:5]3=[C:16]([C:19]4[CH:24]=[CH:23][CH:22]=[CH:21][CH:20]=4)[CH:17]=[CH:18][N:4]3[N:3]=2)[CH:38]=1)(=[O:31])=[O:32])([CH3:28])([CH3:26])[CH3:27]. (4) Given the reactants P(Br)(Br)[Br:2].[CH2:5]([O:12][C:13](=[O:24])[NH:14][C:15]1[CH:20]=[CH:19][C:18]([CH2:21]O)=[CH:17][C:16]=1[F:23])[C:6]1[CH:11]=[CH:10][CH:9]=[CH:8][CH:7]=1, predict the reaction product. The product is: [CH2:5]([O:12][C:13](=[O:24])[NH:14][C:15]1[CH:20]=[CH:19][C:18]([CH2:21][Br:2])=[CH:17][C:16]=1[F:23])[C:6]1[CH:11]=[CH:10][CH:9]=[CH:8][CH:7]=1.